This data is from Reaction yield outcomes from USPTO patents with 853,638 reactions. The task is: Predict the reaction yield, written as a fraction of the theoretical maximum amount of product (1.0 means a 100% yield; for example, 0.34 means a 34% yield). (1) The reactants are C(OC([N:8]([C:25]1[CH:30]=[C:29]([N:31]2[CH2:36][CH2:35][N:34]([CH3:37])[CH2:33][CH2:32]2)[N:28]=[C:27]([C:38]2[CH:43]=[CH:42][CH:41]=[C:40]([O:44][CH2:45][C:46]([NH:48][CH:49]([CH3:51])[CH3:50])=[O:47])[CH:39]=2)[N:26]=1)[C:9]1[CH:10]=[C:11]2[C:15](=[CH:16][CH:17]=1)[N:14](C(OC(C)(C)C)=O)[N:13]=[CH:12]2)=O)(C)(C)C.[C:52]([OH:58])([C:54]([F:57])([F:56])[F:55])=[O:53]. The catalyst is C(Cl)Cl. The product is [OH:58][C:52]([C:54]([F:57])([F:56])[F:55])=[O:53].[NH:14]1[C:15]2[C:11](=[CH:10][C:9]([NH:8][C:25]3[CH:30]=[C:29]([N:31]4[CH2:36][CH2:35][N:34]([CH3:37])[CH2:33][CH2:32]4)[N:28]=[C:27]([C:38]4[CH:39]=[C:40]([CH:41]=[CH:42][CH:43]=4)[O:44][CH2:45][C:46]([NH:48][CH:49]([CH3:51])[CH3:50])=[O:47])[N:26]=3)=[CH:17][CH:16]=2)[CH:12]=[N:13]1. The yield is 0.700. (2) The reactants are [H-].[Na+].[I:3][C:4]1[CH:9]=[CH:8][C:7]([OH:10])=[CH:6][CH:5]=1.CN(C=O)C.F[C:17]1[CH:18]=[C:19]([CH:22]=[C:23]([S:25][C:26]2[N:27]([CH3:31])[CH:28]=[CH:29][N:30]=2)[CH:24]=1)[C:20]#[N:21]. The catalyst is CCOCC.[OH-].[Na+]. The product is [I:3][C:4]1[CH:9]=[CH:8][C:7]([O:10][C:17]2[CH:18]=[C:19]([CH:22]=[C:23]([S:25][C:26]3[N:27]([CH3:31])[CH:28]=[CH:29][N:30]=3)[CH:24]=2)[C:20]#[N:21])=[CH:6][CH:5]=1. The yield is 0.950. (3) The product is [Br:1][C:2]1[CH:3]=[C:4]([O:13][CH3:15])[C:5]([N+:9]([O-:11])=[O:10])=[C:6]([F:8])[CH:7]=1. The yield is 0.830. The reactants are [Br:1][C:2]1[CH:3]=[C:4](F)[C:5]([N+:9]([O-:11])=[O:10])=[C:6]([F:8])[CH:7]=1.[OH-:13].[K+].[CH3:15]O. No catalyst specified.